This data is from Rat liver microsome stability data. The task is: Regression/Classification. Given a drug SMILES string, predict its absorption, distribution, metabolism, or excretion properties. Task type varies by dataset: regression for continuous measurements (e.g., permeability, clearance, half-life) or binary classification for categorical outcomes (e.g., BBB penetration, CYP inhibition). Dataset: rlm. The molecule is O=C(Cc1ccc(Cl)c(Cl)c1)Nc1ccc(S(=O)(=O)Nc2cncnc2)cc1. The result is 0 (unstable in rat liver microsomes).